From a dataset of Full USPTO retrosynthesis dataset with 1.9M reactions from patents (1976-2016). Predict the reactants needed to synthesize the given product. (1) The reactants are: C([O:3][C:4](/[CH:6]=[C:7](/[CH:9]1[CH2:14][CH2:13][N:12]([C:15]([O:17][C:18]([CH3:21])([CH3:20])[CH3:19])=[O:16])[CH2:11][CH2:10]1)\[CH3:8])=[O:5])C.[OH-].[Na+]. Given the product [C:4](/[CH:6]=[C:7](/[CH:9]1[CH2:10][CH2:11][N:12]([C:15]([O:17][C:18]([CH3:21])([CH3:20])[CH3:19])=[O:16])[CH2:13][CH2:14]1)\[CH3:8])([OH:5])=[O:3], predict the reactants needed to synthesize it. (2) Given the product [NH2:4][C:3]([CH:8]1[CH2:7][CH:6]1[OH:5])([C:9]1[CH:14]=[CH:13][CH:12]=[C:11]([F:15])[C:10]=1[CH3:16])[CH:2]([F:1])[F:17], predict the reactants needed to synthesize it. The reactants are: [F:1][CH:2]([F:17])[C:3]1([C:9]2[CH:14]=[CH:13][CH:12]=[C:11]([F:15])[C:10]=2[CH3:16])[CH:8]2[CH:6]([CH2:7]2)[O:5][NH:4]1.FC(F)(F)C(O)=O. (3) Given the product [C:1]([O:4][C@@H:5]1[C@@H:10]([O:11][C:12](=[O:14])[CH3:13])[C@H:9]([O:15][C:16](=[O:18])[CH3:17])[C@@H:8]([CH2:19][O:20][C:21](=[O:23])[CH3:22])[O:7][C@H:6]1[C:24]1[CH:29]=[CH:28][C:27]([Cl:30])=[C:26]([CH2:31][C:32]2[S:33][C:34]([C:37]3[CH:38]=[CH:39][C:40]([NH:43][S:45]([CH3:44])(=[O:47])=[O:46])=[CH:41][CH:42]=3)=[CH:35][CH:36]=2)[CH:25]=1)(=[O:3])[CH3:2], predict the reactants needed to synthesize it. The reactants are: [C:1]([O:4][C@@H:5]1[C@@H:10]([O:11][C:12](=[O:14])[CH3:13])[C@H:9]([O:15][C:16](=[O:18])[CH3:17])[C@@H:8]([CH2:19][O:20][C:21](=[O:23])[CH3:22])[O:7][C@H:6]1[C:24]1[CH:29]=[CH:28][C:27]([Cl:30])=[C:26]([CH2:31][C:32]2[S:33][C:34]([C:37]3[CH:42]=[CH:41][C:40]([NH2:43])=[CH:39][CH:38]=3)=[CH:35][CH:36]=2)[CH:25]=1)(=[O:3])[CH3:2].[CH3:44][S:45](Cl)(=[O:47])=[O:46].N1C=CC=CC=1.Cl. (4) Given the product [C:55]([O:54][C:52]([N:49]1[CH2:50][CH2:51][N:46]([C:44](=[O:45])[CH2:43][N:40]2[C:33]3[N:34]=[C:35]([S:38]([CH3:39])=[O:3])[N:36]=[CH:37][C:32]=3[CH:31]=[C:30]([C:18]3[CH:19]=[CH:20][C:21]([C:23]4[CH:28]=[CH:27][CH:26]=[C:25]([CH3:29])[N:24]=4)=[CH:22][C:17]=3[CH3:16])[C:41]2=[O:42])[CH2:47][CH2:48]1)=[O:53])([CH3:58])([CH3:57])[CH3:56], predict the reactants needed to synthesize it. The reactants are: CC(O)=[O:3].C1C=C(Cl)C=C(C(OO)=O)C=1.[CH3:16][C:17]1[CH:22]=[C:21]([C:23]2[CH:28]=[CH:27][CH:26]=[C:25]([CH3:29])[N:24]=2)[CH:20]=[CH:19][C:18]=1[C:30]1[C:41](=[O:42])[N:40]([CH2:43][C:44]([N:46]2[CH2:51][CH2:50][N:49]([C:52]([O:54][C:55]([CH3:58])([CH3:57])[CH3:56])=[O:53])[CH2:48][CH2:47]2)=[O:45])[C:33]2[N:34]=[C:35]([S:38][CH3:39])[N:36]=[CH:37][C:32]=2[CH:31]=1. (5) Given the product [Si:1]([O:8][C@H:9]1[CH2:18][C:17]([CH3:20])([CH3:19])[CH2:16][C:15]2[N:14]=[C:13]([CH:21]3[CH2:26][CH2:25][O:24][CH2:23][CH2:22]3)[C:12]([C@@H:27]([C:29]3[CH:34]=[CH:33][C:32]([C:35]([CH3:38])([CH3:37])[CH3:36])=[CH:31][CH:30]=3)[OH:28])=[C:11]([C:43]3[CH2:44][CH2:45][O:40][CH2:41][CH:42]=3)[C:10]1=2)([C:4]([CH3:7])([CH3:6])[CH3:5])([CH3:3])[CH3:2], predict the reactants needed to synthesize it. The reactants are: [Si:1]([O:8][C@H:9]1[CH2:18][C:17]([CH3:20])([CH3:19])[CH2:16][C:15]2[N:14]=[C:13]([CH:21]3[CH2:26][CH2:25][O:24][CH2:23][CH2:22]3)[C:12]([C@@H:27]([C:29]3[CH:34]=[CH:33][C:32]([C:35]([CH3:38])([CH3:37])[CH3:36])=[CH:31][CH:30]=3)[OH:28])=[C:11](I)[C:10]1=2)([C:4]([CH3:7])([CH3:6])[CH3:5])([CH3:3])[CH3:2].[O:40]1[CH2:45][CH:44]=[C:43](B2OC(C)(C)C(C)(C)O2)[CH2:42][CH2:41]1.C(=O)([O-])[O-].[Cs+].[Cs+].[F-].[Cs+]. (6) Given the product [NH2:39][C:37]([C:32]1[CH:33]=[N:34][C:35]2[C:30]([C:31]=1[NH:1][C:2]1[CH:3]=[C:4]([CH:8]=[C:9]([N:11]3[CH2:16][CH2:15][O:14][CH2:13][CH2:12]3)[CH:10]=1)[C:5]([OH:7])=[O:6])=[CH:29][CH:28]=[C:27]([C:22]1[C:23]([O:25][CH3:26])=[N:24][C:19]([O:18][CH3:17])=[N:20][CH:21]=1)[CH:36]=2)=[O:38], predict the reactants needed to synthesize it. The reactants are: [NH2:1][C:2]1[CH:3]=[C:4]([CH:8]=[C:9]([N:11]2[CH2:16][CH2:15][O:14][CH2:13][CH2:12]2)[CH:10]=1)[C:5]([OH:7])=[O:6].[CH3:17][O:18][C:19]1[N:24]=[C:23]([O:25][CH3:26])[C:22]([C:27]2[CH:36]=[C:35]3[C:30]([C:31](Cl)=[C:32]([C:37]([NH2:39])=[O:38])[CH:33]=[N:34]3)=[CH:29][CH:28]=2)=[CH:21][N:20]=1.